From a dataset of Full USPTO retrosynthesis dataset with 1.9M reactions from patents (1976-2016). Predict the reactants needed to synthesize the given product. (1) Given the product [CH3:14][O:13][CH:12]([O:15][CH3:16])[C:11]1[C:2]([N:20]2[CH2:21][CH2:22][CH:18]([CH3:17])[C:19]2=[O:23])=[CH:3][C:4]2[CH2:5][CH2:6][CH2:7][NH:8][C:9]=2[N:10]=1, predict the reactants needed to synthesize it. The reactants are: Br[C:2]1[CH:3]=[C:4]2[C:9](=[N:10][C:11]=1[CH:12]([O:15][CH3:16])[O:13][CH3:14])[NH:8][CH2:7][CH2:6][CH2:5]2.[CH3:17][CH:18]1[CH2:22][CH2:21][NH:20][C:19]1=[O:23].[O-]P([O-])([O-])=O.[K+].[K+].[K+].N[C@@H]1CCCC[C@H]1N. (2) Given the product [C:25]([O:24][C:22]([N:9]1[CH2:8][CH2:7][C:6]2[CH:12]=[CH:13][C:3]([OH:2])=[CH:4][C:5]=2[CH2:11][CH2:10]1)=[O:23])([CH3:28])([CH3:27])[CH3:26], predict the reactants needed to synthesize it. The reactants are: Br.[OH:2][C:3]1[CH:13]=[CH:12][C:6]2[CH2:7][CH2:8][NH:9][CH2:10][CH2:11][C:5]=2[CH:4]=1.O.C(N(CC)CC)C.[C:22](O[C:22]([O:24][C:25]([CH3:28])([CH3:27])[CH3:26])=[O:23])([O:24][C:25]([CH3:28])([CH3:27])[CH3:26])=[O:23]. (3) Given the product [N+:29]([C:32]1[CH:37]=[C:36]([C:14]2[CH:13]=[CH:12][C:11]3[N:10]=[CH:9][C:8]4[NH:4][N:5]=[C:6]([C:18]5[CH:19]=[CH:20][C:21]([C:24]([CH3:27])([CH3:28])[C:25]#[N:26])=[CH:22][CH:23]=5)[C:7]=4[C:16]=3[CH:15]=2)[CH:35]=[CH:34][CH:33]=1)([O-:31])=[O:30], predict the reactants needed to synthesize it. The reactants are: C([N:4]1[C:8]2[CH:9]=[N:10][C:11]3[CH:12]=[CH:13][C:14](Br)=[CH:15][C:16]=3[C:7]=2[C:6]([C:18]2[CH:23]=[CH:22][C:21]([C:24]([CH3:28])([CH3:27])[C:25]#[N:26])=[CH:20][CH:19]=2)=[N:5]1)(=O)C.[N+:29]([C:32]1[CH:33]=[C:34](B(O)O)[CH:35]=[CH:36][CH:37]=1)([O-:31])=[O:30].C([O-])([O-])=O.[Na+].[Na+]. (4) Given the product [C:23]([O:26][C:27](=[O:28])[NH:14][C@H:10]1[CH2:11][CH2:12][CH2:13][C@@H:9]1[O:8][CH2:1][C:2]1[CH:7]=[CH:6][CH:5]=[CH:4][CH:3]=1)([CH3:25])([CH3:24])[CH3:22], predict the reactants needed to synthesize it. The reactants are: [CH2:1]([O:8][C@H:9]1[CH2:13][CH2:12][CH2:11][C@@H:10]1[NH2:14])[C:2]1[CH:7]=[CH:6][CH:5]=[CH:4][CH:3]=1.CCN(CC)CC.[CH3:22][C:23]([O:26][C:27](O[C:27]([O:26][C:23]([CH3:25])([CH3:24])[CH3:22])=[O:28])=[O:28])([CH3:25])[CH3:24]. (5) Given the product [CH3:27][O:26][C:6]1[CH:7]=[C:8]2[C:13](=[CH:14][C:5]=1[O:4][CH2:3][CH2:2][N:35]1[CH2:34][CH:33]3[O:29][CH2:30][O:31][CH:32]3[CH2:36]1)[N:12]=[CH:11][N:10]=[C:9]2[O:15][C:16]1[CH:17]=[C:18]2[C:22](=[CH:23][CH:24]=1)[NH:21][C:20]([CH3:25])=[CH:19]2, predict the reactants needed to synthesize it. The reactants are: Cl[CH2:2][CH2:3][O:4][C:5]1[CH:14]=[C:13]2[C:8]([C:9]([O:15][C:16]3[CH:17]=[C:18]4[C:22](=[CH:23][CH:24]=3)[NH:21][C:20]([CH3:25])=[CH:19]4)=[N:10][CH:11]=[N:12]2)=[CH:7][C:6]=1[O:26][CH3:27].Cl.[O:29]1[CH:33]2[CH2:34][NH:35][CH2:36][CH:32]2[O:31][CH2:30]1.C(=O)([O-])[O-].[K+].[K+].[I-].[K+].